Dataset: Catalyst prediction with 721,799 reactions and 888 catalyst types from USPTO. Task: Predict which catalyst facilitates the given reaction. (1) Reactant: C(OC(=O)[NH:7][CH2:8][CH2:9][C:10](=[O:38])[NH:11][C:12]1[CH:13]=[C:14]2[C:19](=[CH:20][CH:21]=1)[N:18]=[CH:17][N:16]=[C:15]2[NH:22][C:23]1[CH:28]=[CH:27][C:26]([C:29](=[O:37])[NH:30][C:31]2[CH:36]=[CH:35][CH:34]=[CH:33][CH:32]=2)=[CH:25][CH:24]=1)(C)(C)C.FC(F)(F)C(O)=O. Product: [NH2:7][CH2:8][CH2:9][C:10]([NH:11][C:12]1[CH:13]=[C:14]2[C:19](=[CH:20][CH:21]=1)[N:18]=[CH:17][N:16]=[C:15]2[NH:22][C:23]1[CH:28]=[CH:27][C:26]([C:29]([NH:30][C:31]2[CH:32]=[CH:33][CH:34]=[CH:35][CH:36]=2)=[O:37])=[CH:25][CH:24]=1)=[O:38]. The catalyst class is: 754. (2) Reactant: [NH2:1][C:2]1[C:3]2[C:10]([C:11]3[CH:16]=[CH:15][C:14]([NH:17][C:18](=[O:26])[O:19][C:20]4[CH:25]=CC=CC=4)=[C:13]([O:27][CH3:28])[CH:12]=3)=[CH:9][N:8]([CH:29]3[CH2:34][CH2:33][O:32][CH2:31][CH2:30]3)[C:4]=2[N:5]=[CH:6][N:7]=1.[O:35]1[CH2:40][CH2:39][N:38](CCO)[CH2:37][CH2:36]1. Product: [NH2:1][C:2]1[C:3]2[C:10]([C:11]3[CH:16]=[CH:15][C:14]([NH:17][C:18](=[O:26])[O:19][CH2:20][CH2:25][N:38]4[CH2:39][CH2:40][O:35][CH2:36][CH2:37]4)=[C:13]([O:27][CH3:28])[CH:12]=3)=[CH:9][N:8]([CH:29]3[CH2:34][CH2:33][O:32][CH2:31][CH2:30]3)[C:4]=2[N:5]=[CH:6][N:7]=1. The catalyst class is: 17. (3) Reactant: [NH2:1][CH:2]([C:7]1[CH:8]=[C:9]([C:13]2[CH:20]=[CH:19][C:16]([C:17]#[N:18])=[C:15]([CH3:21])[CH:14]=2)[CH:10]=[N:11][CH:12]=1)[C:3]([F:6])([F:5])[F:4].C(N(CC)CC)C.[CH2:29]([S:31](Cl)(=[O:33])=[O:32])[CH3:30]. The catalyst class is: 2. Product: [C:17]([C:16]1[CH:19]=[CH:20][C:13]([C:9]2[CH:8]=[C:7]([CH:2]([NH:1][S:31]([CH2:29][CH3:30])(=[O:33])=[O:32])[C:3]([F:4])([F:6])[F:5])[CH:12]=[N:11][CH:10]=2)=[CH:14][C:15]=1[CH3:21])#[N:18]. (4) Reactant: Br[CH2:2][C:3]([O:5][CH3:6])=[O:4].[OH:7][C:8]1[CH:9]=[CH:10][CH:11]=[C:12]2[C:17]=1[NH:16][C:15](=[O:18])[CH:14]=[CH:13]2.C([O-])([O-])=O.[K+].[K+]. Product: [CH3:6][O:5][C:3](=[O:4])[CH2:2][O:7][C:8]1[CH:9]=[CH:10][CH:11]=[C:12]2[C:17]=1[NH:16][C:15](=[O:18])[CH:14]=[CH:13]2. The catalyst class is: 3. (5) Reactant: [Cl:1][C:2]1[C:3]([N:8]2[C:12]([C:13]([O:15][CH3:16])=[O:14])=[CH:11][C:10]([CH2:17]OS(C)(=O)=O)=[N:9]2)=[N:4][CH:5]=[CH:6][CH:7]=1.C(=O)([O-])[O-].[K+].[K+].[F:29][C:30]([F:41])([F:40])[C:31]1[CH:35]=[C:34]([C:36]([F:39])([F:38])[F:37])[NH:33][N:32]=1. Product: [F:39][C:36]([F:37])([F:38])[C:34]1[CH:35]=[C:31]([C:30]([F:29])([F:40])[F:41])[N:32]([CH2:17][C:10]2[CH:11]=[C:12]([C:13]([O:15][CH3:16])=[O:14])[N:8]([C:3]3[C:2]([Cl:1])=[CH:7][CH:6]=[CH:5][N:4]=3)[N:9]=2)[N:33]=1. The catalyst class is: 10. (6) Reactant: [CH3:1][O:2][C:3]1[CH:4]=[C:5]2[C:10](=[CH:11][C:12]=1[O:13][CH2:14][CH:15]1[CH2:20][CH2:19][N:18](C(OC(C)(C)C)=O)[CH2:17][CH2:16]1)[N:9]=[CH:8][N:7]=[C:6]2[O:28][C:29]1[CH:30]=[C:31]2[C:35](=[CH:36][CH:37]=1)[NH:34][CH:33]=[C:32]2[CH3:38]. Product: [CH3:1][O:2][C:3]1[CH:4]=[C:5]2[C:10](=[CH:11][C:12]=1[O:13][CH2:14][CH:15]1[CH2:20][CH2:19][NH:18][CH2:17][CH2:16]1)[N:9]=[CH:8][N:7]=[C:6]2[O:28][C:29]1[CH:30]=[C:31]2[C:35](=[CH:36][CH:37]=1)[NH:34][CH:33]=[C:32]2[CH3:38]. The catalyst class is: 55.